The task is: Predict the product of the given reaction.. This data is from Forward reaction prediction with 1.9M reactions from USPTO patents (1976-2016). (1) Given the reactants [CH3:1][S:2]([C:5]1[CH:10]=[CH:9][C:8]([C:11]2[C:12]([O:22][C:23]3[CH:28]=[CH:27][C:26]([O:29][CH2:30][CH2:31][N:32]4[CH2:37][CH2:36][CH2:35][CH2:34][CH2:33]4)=[CH:25][CH:24]=3)=[C:13]3[C:18](=[CH:19][CH:20]=2)[CH:17]=[C:16]([OH:21])[CH:15]=[CH:14]3)=[CH:7][CH:6]=1)(=[O:4])=[O:3].[F:38][C:39]1[CH:47]=[CH:46][C:42]([C:43](Cl)=[O:44])=[CH:41][CH:40]=1.C(=O)(O)[O-].[Na+], predict the reaction product. The product is: [CH3:1][S:2]([C:5]1[CH:6]=[CH:7][C:8]([C:11]2[C:12]([O:22][C:23]3[CH:28]=[CH:27][C:26]([O:29][CH2:30][CH2:31][N:32]4[CH2:37][CH2:36][CH2:35][CH2:34][CH2:33]4)=[CH:25][CH:24]=3)=[C:13]3[C:18](=[CH:19][CH:20]=2)[CH:17]=[C:16]([O:21][C:43](=[O:44])[C:42]2[CH:46]=[CH:47][C:39]([F:38])=[CH:40][CH:41]=2)[CH:15]=[CH:14]3)=[CH:9][CH:10]=1)(=[O:4])=[O:3]. (2) Given the reactants Cl.[NH:2]1[CH2:7][CH2:6][CH:5]([N:8]2[CH:12]=[C:11]([C:13]3[CH:36]=[CH:35][C:16]4[N:17]([C:20]5[CH:21]=[C:22]([NH:26][C:27]([NH:29][CH2:30][C:31]([F:34])([F:33])[F:32])=[O:28])[CH:23]=[CH:24][CH:25]=5)[CH:18]=[N:19][C:15]=4[CH:14]=3)[CH:10]=[N:9]2)[CH2:4][CH2:3]1.ClC(OC1C=CC([N+]([O-])=O)=CC=1)=[O:39].[CH2:50]([N:52]([CH2:55]C)[CH2:53][CH3:54])[CH3:51].N1CCCC1, predict the reaction product. The product is: [N:52]1([C:55]([N:2]2[CH2:3][CH2:4][CH:5]([N:8]3[CH:12]=[C:11]([C:13]4[CH:36]=[CH:35][C:16]5[N:17]([C:20]6[CH:21]=[C:22]([NH:26][C:27]([NH:29][CH2:30][C:31]([F:33])([F:32])[F:34])=[O:28])[CH:23]=[CH:24][CH:25]=6)[CH:18]=[N:19][C:15]=5[CH:14]=4)[CH:10]=[N:9]3)[CH2:6][CH2:7]2)=[O:39])[CH2:53][CH2:54][CH2:51][CH2:50]1. (3) Given the reactants [Br:1][C:2]1[CH:3]=[CH:4][C:5]([F:11])=[C:6]([C:8](=O)[CH3:9])[CH:7]=1.[C-]#N.[K+].[C:15](=[O:18])([O-])[O-].[NH4+:19].[NH4+:20].[CH2:21]([OH:23])C, predict the reaction product. The product is: [Br:1][C:2]1[CH:3]=[CH:4][C:5]([F:11])=[C:6]([C:8]2([CH3:9])[NH:20][C:21](=[O:23])[NH:19][C:15]2=[O:18])[CH:7]=1.